From a dataset of Forward reaction prediction with 1.9M reactions from USPTO patents (1976-2016). Predict the product of the given reaction. (1) The product is: [F:1][C:2]1[C:7]([SiH:8]([C:15]2[C:20]([F:21])=[C:19]([F:22])[C:18]([F:23])=[C:17]([F:24])[C:16]=2[F:25])[O:9][CH2:10][CH2:11][Cl:32])=[C:6]([F:26])[C:5]([F:27])=[C:4]([F:28])[C:3]=1[F:29]. Given the reactants [F:1][C:2]1[C:7]([Si:8]([C:15]2[C:20]([F:21])=[C:19]([F:22])[C:18]([F:23])=[C:17]([F:24])[C:16]=2[F:25])(OCC)[O:9][CH2:10][CH3:11])=[C:6]([F:26])[C:5]([F:27])=[C:4]([F:28])[C:3]=1[F:29].S(Cl)([Cl:32])=O.Cl.[NH+]1C=CC=CC=1, predict the reaction product. (2) Given the reactants [CH2:1]([NH:3][C:4](=[O:40])[O:5][C@:6]1([C@:30]2([CH3:31])[C@H:16]([C@H:17]3[C@:27]([F:37])([C@@H:28]([O:32][Si](C)(C)C)[CH2:29]2)[C@:25]2([CH3:26])[C:20](=[CH:21][C:22](=[O:38])[CH:23]=[CH:24]2)[CH2:19][CH2:18]3)[CH2:15][C@@H:14]1[CH3:39])[C:7](=[O:13])[CH2:8][O:9]C(=O)C)[CH3:2].Cl, predict the reaction product. The product is: [CH2:1]([NH:3][C:4](=[O:40])[O:5][C@:6]1([C@:30]2([CH3:31])[C@H:16]([C@H:17]3[C@:27]([F:37])([C@@H:28]([OH:32])[CH2:29]2)[C@:25]2([CH3:26])[C:20](=[CH:21][C:22](=[O:38])[CH:23]=[CH:24]2)[CH2:19][CH2:18]3)[CH2:15][C@@H:14]1[CH3:39])[C:7](=[O:13])[CH2:8][OH:9])[CH3:2].